This data is from CYP2D6 inhibition data for predicting drug metabolism from PubChem BioAssay. The task is: Regression/Classification. Given a drug SMILES string, predict its absorption, distribution, metabolism, or excretion properties. Task type varies by dataset: regression for continuous measurements (e.g., permeability, clearance, half-life) or binary classification for categorical outcomes (e.g., BBB penetration, CYP inhibition). Dataset: cyp2d6_veith. (1) The drug is Cc1ccc(OCC(=O)Nc2ccccc2-c2ccccc2)cc1. The result is 0 (non-inhibitor). (2) The molecule is CCCC[P+](CCCC)(CCCC)Cc1ccc(NC(=O)[C@@H](Cc2ccc3ccccc3c2)NC(=NC2CCCCC2)NC2CCCCC2)cc1.Cl.[Cl-]. The result is 0 (non-inhibitor). (3) The drug is CCN(CC(=O)NC1CCS(=O)(=O)C1)c1ccc(S(C)(=O)=O)cc1[N+](=O)[O-]. The result is 0 (non-inhibitor). (4) The drug is CSc1c(-c2ccccc2)nc2ccc(Cl)cc2c1C(=O)O. The result is 0 (non-inhibitor). (5) The compound is Cc1ccc(C)c(Nc2c([N+](=O)[O-])cc(C(=O)N3CC(=O)Nc4ccccc43)cc2[N+](=O)[O-])c1. The result is 0 (non-inhibitor). (6) The molecule is CCCCCCCCCn1cc(C(C)=O)c(=O)[nH]c1=O. The result is 0 (non-inhibitor). (7) The molecule is Cc1ccc(S(=O)(=O)N2CCC(CN3C(=O)c4cccc5cccc(c45)C3=O)CC2)cc1. The result is 0 (non-inhibitor). (8) The compound is CC1(C)Oc2ccc(NC(=O)c3ccco3)cc2O1. The result is 0 (non-inhibitor). (9) The drug is O=C1C(=O)c2ccccc2C(O)=C1C1CCC(c2ccc(Cl)cc2)CC1. The result is 0 (non-inhibitor). (10) The drug is COc1ccc2c(c1)C(=O)N(CCc1ccc(S(=O)(=O)NC(=O)NC3CCCCC3)cc1)C(=O)C2(C)C. The result is 0 (non-inhibitor).